From a dataset of Acute oral toxicity (LD50) regression data from Zhu et al.. Regression/Classification. Given a drug SMILES string, predict its toxicity properties. Task type varies by dataset: regression for continuous values (e.g., LD50, hERG inhibition percentage) or binary classification for toxic/non-toxic outcomes (e.g., AMES mutagenicity, cardiotoxicity, hepatotoxicity). Dataset: ld50_zhu. (1) The compound is Nc1c(Cl)cc(Cl)cc1Cl. The rat oral LD50 is 1.71, given as -log10 of the dose in mol/kg body weight (higher means more acutely toxic). (2) The drug is C=CCNC(=S)Nc1ccccc1. The rat oral LD50 is 2.41, given as -log10 of the dose in mol/kg body weight (higher means more acutely toxic). (3) The molecule is CCOP(=S)(Oc1cccc2cccnc12)c1ccccc1. The rat oral LD50 is 3.34, given as -log10 of the dose in mol/kg body weight (higher means more acutely toxic).